Dataset: Catalyst prediction with 721,799 reactions and 888 catalyst types from USPTO. Task: Predict which catalyst facilitates the given reaction. Reactant: [O:1]1[CH2:5][CH2:4][CH:3]([CH2:6][OH:7])[CH2:2]1.C(N(CC)CC)C.[CH3:15][S:16](Cl)(=[O:18])=[O:17].C(=O)(O)[O-].[Na+]. Product: [O:1]1[CH2:5][CH2:4][CH:3]([CH2:6][O:7][S:16]([CH3:15])(=[O:18])=[O:17])[CH2:2]1. The catalyst class is: 4.